Dataset: Reaction yield outcomes from USPTO patents with 853,638 reactions. Task: Predict the reaction yield, written as a fraction of the theoretical maximum amount of product (1.0 means a 100% yield; for example, 0.34 means a 34% yield). The yield is 0.900. The reactants are [B-](F)(F)(F)F.CN(C(ON1C(=O)CCC1=O)=[N+](C)C)C.[F:21][C:22]1[CH:23]=[C:24]([NH:29][CH:30]([C:32]2[CH:33]=[C:34]([C:49](O)=[O:50])[CH:35]=[C:36]3[C:41]=2[O:40][C:39]([N:42]2[CH2:47][CH2:46][O:45][CH2:44][CH2:43]2)=[CH:38][C:37]3=[O:48])[CH3:31])[CH:25]=[C:26]([F:28])[CH:27]=1.CCN(C(C)C)C(C)C.[NH:61]1[CH2:66][CH2:65][O:64][CH2:63][CH2:62]1. The catalyst is C(Cl)Cl. The product is [F:21][C:22]1[CH:23]=[C:24]([NH:29][CH:30]([C:32]2[CH:33]=[C:34]([C:49]([N:61]3[CH2:66][CH2:65][O:64][CH2:63][CH2:62]3)=[O:50])[CH:35]=[C:36]3[C:41]=2[O:40][C:39]([N:42]2[CH2:47][CH2:46][O:45][CH2:44][CH2:43]2)=[CH:38][C:37]3=[O:48])[CH3:31])[CH:25]=[C:26]([F:28])[CH:27]=1.